From a dataset of Catalyst prediction with 721,799 reactions and 888 catalyst types from USPTO. Predict which catalyst facilitates the given reaction. (1) Reactant: C(OC([N:8]1[CH2:13][CH2:12][CH2:11][CH:10]([C:14]([NH:16][CH2:17][C:18]2[S:22][C:21]([C:23]3[CH:28]=[CH:27][C:26]([Cl:29])=[CH:25][CH:24]=3)=[N:20][C:19]=2[CH3:30])=[O:15])[CH2:9]1)=O)(C)(C)C. Product: [ClH:29].[Cl:29][C:26]1[CH:27]=[CH:28][C:23]([C:21]2[S:22][C:18]([CH2:17][NH:16][C:14]([CH:10]3[CH2:11][CH2:12][CH2:13][NH:8][CH2:9]3)=[O:15])=[C:19]([CH3:30])[N:20]=2)=[CH:24][CH:25]=1. The catalyst class is: 209. (2) Reactant: [C:1]1([C:7]#[C:8][C:9]2[N:14]=[C:13]([NH2:15])[CH:12]=[C:11]([C:16]3[CH:21]=[CH:20][N:19]=[CH:18][CH:17]=3)[CH:10]=2)[CH:6]=[CH:5][CH:4]=[CH:3][CH:2]=1.[Br:22]N1C(=O)CCC1=O. Product: [Br:22][C:10]1[C:11]([C:16]2[CH:17]=[CH:18][N:19]=[CH:20][CH:21]=2)=[CH:12][C:13]([NH2:15])=[N:14][C:9]=1[C:8]#[C:7][C:1]1[CH:2]=[CH:3][CH:4]=[CH:5][CH:6]=1. The catalyst class is: 10. (3) Reactant: C(=O)([O-])[O-].[K+].[K+].[Cl:7][C:8]1[CH:17]=[N:16][C:15]2[C:10](=[CH:11][CH:12]=[C:13]([OH:18])[CH:14]=2)[N:9]=1.Br[CH2:20][CH2:21][O:22][Si:23]([C:26]([CH3:29])([CH3:28])[CH3:27])([CH3:25])[CH3:24]. Product: [Si:23]([O:22][CH2:21][CH2:20][O:18][C:13]1[CH:14]=[C:15]2[C:10](=[CH:11][CH:12]=1)[N:9]=[C:8]([Cl:7])[CH:17]=[N:16]2)([C:26]([CH3:29])([CH3:28])[CH3:27])([CH3:25])[CH3:24]. The catalyst class is: 9. (4) Reactant: C([O:3][C:4](=[O:22])[CH2:5][CH2:6][CH2:7][CH2:8][N:9]([S:11]([C:14]1[C:19]([Cl:20])=[CH:18][CH:17]=[CH:16][C:15]=1[Cl:21])(=[O:13])=[O:12])[CH3:10])C.[OH-].[Li+]. Product: [Cl:21][C:15]1[CH:16]=[CH:17][CH:18]=[C:19]([Cl:20])[C:14]=1[S:11]([N:9]([CH3:10])[CH2:8][CH2:7][CH2:6][CH2:5][C:4]([OH:22])=[O:3])(=[O:13])=[O:12]. The catalyst class is: 278. (5) Reactant: [F:1][C:2]([F:16])([F:15])[C:3]1[CH:14]=[CH:13][CH:12]=[CH:11][C:4]=1[O:5][CH2:6][C:7](OC)=[O:8].O.[NH2:18][NH2:19]. Product: [F:1][C:2]([F:16])([F:15])[C:3]1[CH:14]=[CH:13][CH:12]=[CH:11][C:4]=1[O:5][CH2:6][C:7]([NH:18][NH2:19])=[O:8]. The catalyst class is: 14. (6) Reactant: [Li+].[Cl-].C1C[O:6][CH2:5]C1.Br[C:9]1[CH:10]=[C:11]([C:16]2([C:19]#[N:20])[CH2:18][CH2:17]2)[CH:12]=[C:13]([Br:15])[CH:14]=1.CN(C=O)C.[NH4+].[Cl-]. Product: [Br:15][C:13]1[CH:12]=[C:11]([C:16]2([C:19]#[N:20])[CH2:18][CH2:17]2)[CH:10]=[C:9]([CH:5]=[O:6])[CH:14]=1. The catalyst class is: 69.